Dataset: Reaction yield outcomes from USPTO patents with 853,638 reactions. Task: Predict the reaction yield, written as a fraction of the theoretical maximum amount of product (1.0 means a 100% yield; for example, 0.34 means a 34% yield). (1) The yield is 0.470. The reactants are [O:1]([CH2:8][C:9]1[CH:16]=[CH:15][C:12]([CH:13]=O)=[CH:11][CH:10]=1)[C:2]1[CH:7]=[CH:6][CH:5]=[CH:4][CH:3]=1.[NH2:17][C:18]1[CH:19]=[CH:20][C:21]([CH:25]2[CH2:30][CH2:29][N:28]([C:31]([O:33][C:34]([CH3:37])([CH3:36])[CH3:35])=[O:32])[CH2:27][CH2:26]2)=[N:22][C:23]=1[NH2:24].C(OI(C1C=CC=CC=1)OC(=O)C)(=O)C. The catalyst is CO. The product is [O:1]([CH2:8][C:9]1[CH:16]=[CH:15][C:12]([C:13]2[NH:24][C:23]3=[N:22][C:21]([CH:25]4[CH2:30][CH2:29][N:28]([C:31]([O:33][C:34]([CH3:36])([CH3:35])[CH3:37])=[O:32])[CH2:27][CH2:26]4)=[CH:20][CH:19]=[C:18]3[N:17]=2)=[CH:11][CH:10]=1)[C:2]1[CH:7]=[CH:6][CH:5]=[CH:4][CH:3]=1. (2) The yield is 1.00. The product is [C:3]([O:7][C:8]([NH:10][C:11]1[S:12][CH:13]=[C:14](/[CH:16]=[C:17]2\[CH2:18][N:19]([C:24]([C:37]3[CH:38]=[CH:39][CH:40]=[CH:41][CH:42]=3)([C:31]3[CH:32]=[CH:33][CH:34]=[CH:35][CH:36]=3)[C:25]3[CH:26]=[CH:27][CH:28]=[CH:29][CH:30]=3)[CH2:20][CH2:21][CH:22]\2[OH:23])[N:15]=1)=[O:9])([CH3:6])([CH3:4])[CH3:5]. The reactants are [BH4-].[Na+].[C:3]([O:7][C:8]([NH:10][C:11]1[S:12][CH:13]=[C:14](/[CH:16]=[C:17]2\[CH2:18][N:19]([C:24]([C:37]3[CH:42]=[CH:41][CH:40]=[CH:39][CH:38]=3)([C:31]3[CH:36]=[CH:35][CH:34]=[CH:33][CH:32]=3)[C:25]3[CH:30]=[CH:29][CH:28]=[CH:27][CH:26]=3)[CH2:20][CH2:21][C:22]\2=[O:23])[N:15]=1)=[O:9])([CH3:6])([CH3:5])[CH3:4].ClCCl. The catalyst is C(O)C. (3) The reactants are [Cl:1][C:2]1[CH:28]=[CH:27][C:5]([CH2:6][N:7]2[C:15]3[C:14](=[O:16])[N:13]([CH2:17][CH2:18][CH2:19][OH:20])[C:12](=[O:21])[N:11]([CH3:22])[C:10]=3[N:9]=[C:8]2[CH2:23][C:24]([OH:26])=[O:25])=[CH:4][CH:3]=1.[CH2:29](O)[CH3:30]. The catalyst is S(=O)(=O)(O)O. The product is [Cl:1][C:2]1[CH:3]=[CH:4][C:5]([CH2:6][N:7]2[C:15]3[C:14](=[O:16])[N:13]([CH2:17][CH2:18][CH2:19][OH:20])[C:12](=[O:21])[N:11]([CH3:22])[C:10]=3[N:9]=[C:8]2[CH2:23][C:24]([O:26][CH2:29][CH3:30])=[O:25])=[CH:27][CH:28]=1. The yield is 0.400. (4) The reactants are [Cl:1][C:2]1[CH:7]=[CH:6][C:5]([CH2:8][CH2:9][NH2:10])=[CH:4][CH:3]=1.CCN(C(C)C)C(C)C.[F:20][C:21]1[CH:29]=[CH:28][C:24]([C:25](Cl)=[O:26])=[CH:23][CH:22]=1. The catalyst is C(Cl)Cl. The product is [Cl:1][C:2]1[CH:7]=[CH:6][C:5]([CH2:8][CH2:9][NH:10][C:25](=[O:26])[C:24]2[CH:28]=[CH:29][C:21]([F:20])=[CH:22][CH:23]=2)=[CH:4][CH:3]=1. The yield is 0.748. (5) The reactants are [CH:1]1([N:4]([C:44](=[O:49])[C:45]([F:48])([F:47])[F:46])[CH:5]2[C:14]3[CH2:13][S:12][N:11]=[C:10]([N:15]([C:23]([O:25][C:26]([CH3:29])([CH3:28])[CH3:27])=[O:24])[C:16]([O:18][C:19]([CH3:22])([CH3:21])[CH3:20])=[O:17])[C:9]4=[N:30][N:31]([CH2:33][C:34]5[C:39]([CH3:40])=[C:38]([O:41][CH3:42])[C:37]([CH3:43])=[CH:36][N:35]=5)[N:32]=[C:7]([C:8]=34)[CH2:6]2)[CH2:3][CH2:2]1.C(O)C.CCCCCC. The catalyst is C(O)C. The product is [CH:1]1([N:4]([C:44](=[O:49])[C:45]([F:46])([F:48])[F:47])[C@@H:5]2[C:14]3[CH2:13][S:12][N:11]=[C:10]([N:15]([C:16]([O:18][C:19]([CH3:20])([CH3:21])[CH3:22])=[O:17])[C:23]([O:25][C:26]([CH3:29])([CH3:28])[CH3:27])=[O:24])[C:9]4=[N:30][N:31]([CH2:33][C:34]5[C:39]([CH3:40])=[C:38]([O:41][CH3:42])[C:37]([CH3:43])=[CH:36][N:35]=5)[N:32]=[C:7]([C:8]=34)[CH2:6]2)[CH2:3][CH2:2]1.[CH:1]1([N:4]([C:44](=[O:49])[C:45]([F:46])([F:48])[F:47])[C@H:5]2[C:14]3[CH2:13][S:12][N:11]=[C:10]([N:15]([C:16]([O:18][C:19]([CH3:20])([CH3:21])[CH3:22])=[O:17])[C:23]([O:25][C:26]([CH3:29])([CH3:28])[CH3:27])=[O:24])[C:9]4=[N:30][N:31]([CH2:33][C:34]5[C:39]([CH3:40])=[C:38]([O:41][CH3:42])[C:37]([CH3:43])=[CH:36][N:35]=5)[N:32]=[C:7]([C:8]=34)[CH2:6]2)[CH2:3][CH2:2]1. The yield is 0.430. (6) The reactants are [CH3:1][NH:2][C:3](=[O:39])[C@@H:4]([OH:38])[CH:5]([NH:10][C:11](=[O:37])[C@@H:12]([NH:22][C:23](=[O:36])[C@@H:24]([NH:26][C:27](=[O:35])[CH2:28][N:29]1[CH2:34][CH2:33][O:32][CH2:31][CH2:30]1)[CH3:25])[CH2:13][C:14]1[CH:19]=[CH:18][C:17]([O:20][CH3:21])=[CH:16][CH:15]=1)[CH2:6][CH2:7][CH2:8][CH3:9].CC(OI1(OC(C)=O)(OC(C)=O)OC(=O)C2C=CC=CC1=2)=O. The catalyst is ClCCl. The product is [CH3:1][NH:2][C:3](=[O:39])[C:4](=[O:38])[C@@H:5]([NH:10][C:11](=[O:37])[C@@H:12]([NH:22][C:23](=[O:36])[C@@H:24]([NH:26][C:27](=[O:35])[CH2:28][N:29]1[CH2:30][CH2:31][O:32][CH2:33][CH2:34]1)[CH3:25])[CH2:13][C:14]1[CH:15]=[CH:16][C:17]([O:20][CH3:21])=[CH:18][CH:19]=1)[CH2:6][CH2:7][CH2:8][CH3:9]. The yield is 0.370. (7) The reactants are [F:1][C:2]1[CH:9]=[C:8]([OH:10])[CH:7]=[CH:6][C:3]=1[C:4]#[N:5].C(=O)([O-])[O-].[K+].[K+].[CH2:17](Br)[C:18]1[CH:23]=[CH:22][CH:21]=[CH:20][CH:19]=1.[I-].[K+]. The catalyst is CC(C)=O.O. The product is [CH2:17]([O:10][C:8]1[CH:7]=[CH:6][C:3]([C:4]#[N:5])=[C:2]([F:1])[CH:9]=1)[C:18]1[CH:23]=[CH:22][CH:21]=[CH:20][CH:19]=1. The yield is 0.900. (8) The catalyst is O1CCCC1.CO. The product is [NH2:19][CH2:18][C@@H:17]([NH:16][C:14]([C:9]1[S:10][C:11]([CH2:12][CH3:13])=[C:7]([C:6]2[N:5]([CH3:41])[N:4]=[CH:3][C:2]=2[Cl:1])[CH:8]=1)=[O:15])[CH2:30][C:31]1[CH:36]=[CH:35][CH:34]=[CH:33][C:32]=1[C:37]([F:40])([F:39])[F:38]. The yield is 0.570. The reactants are [Cl:1][C:2]1[CH:3]=[N:4][N:5]([CH3:41])[C:6]=1[C:7]1[CH:8]=[C:9]([C:14]([NH:16][C@@H:17]([CH2:30][C:31]2[CH:36]=[CH:35][CH:34]=[CH:33][C:32]=2[C:37]([F:40])([F:39])[F:38])[CH2:18][N:19]2C(=O)C3C(=CC=CC=3)C2=O)=[O:15])[S:10][C:11]=1[CH2:12][CH3:13].NN. (9) The reactants are S(O)(O)(=O)=O.[NH2:6][C:7]1[NH:8][CH:9]=[CH:10][N:11]=1.[C:12](N1C=CN=C1)(N1C=CN=C1)=[O:13].CCN(C(C)C)C(C)C.[CH3:33][C:34]1[C:35]([C@@H:40]2[CH2:45][CH2:44][CH2:43][C@H:42]([C:46]3[C:51]([CH3:52])=[CH:50][CH:49]=[CH:48][N:47]=3)[N:41]2[CH2:53][CH2:54][CH2:55][CH2:56][NH2:57])=[N:36][CH:37]=[CH:38][CH:39]=1.C([O-])(O)=O.[Na+]. The catalyst is C(Cl)Cl. The product is [CH3:52][C:51]1[C:46]([C@@H:42]2[CH2:43][CH2:44][CH2:45][C@H:40]([C:35]3[C:34]([CH3:33])=[CH:39][CH:38]=[CH:37][N:36]=3)[N:41]2[CH2:53][CH2:54][CH2:55][CH2:56][NH:57][C:12]([NH:6][C:7]2[NH:8][CH:9]=[CH:10][N:11]=2)=[O:13])=[N:47][CH:48]=[CH:49][CH:50]=1. The yield is 0.670.